From a dataset of Forward reaction prediction with 1.9M reactions from USPTO patents (1976-2016). Predict the product of the given reaction. (1) The product is: [ClH:29].[CH2:1]([O:17][C:18](=[O:28])[CH2:19][NH2:20])[CH2:2][CH2:3][CH2:4][CH2:5][CH2:6][CH2:7][CH2:8][CH2:9][CH2:10][CH2:11][CH2:12][CH2:13][CH2:14][CH2:15][CH3:16]. Given the reactants [CH2:1]([O:17][C:18](=[O:28])[CH2:19][NH:20]C(OC(C)(C)C)=O)[CH2:2][CH2:3][CH2:4][CH2:5][CH2:6][CH2:7][CH2:8][CH2:9][CH2:10][CH2:11][CH2:12][CH2:13][CH2:14][CH2:15][CH3:16].[ClH:29].O1CCOCC1.C(OCC)C, predict the reaction product. (2) The product is: [NH2:16][C:12]1[C:11]([CH3:17])=[CH:10][C:9]([O:8][C:6]2[CH:5]=[CH:4][N:3]=[C:2]([N:19]([CH3:18])[C:20]3[CH:25]=[CH:24][CH:23]=[CH:22][CH:21]=3)[N:7]=2)=[C:14]([CH3:15])[CH:13]=1. Given the reactants Cl[C:2]1[N:7]=[C:6]([O:8][C:9]2[C:14]([CH3:15])=[CH:13][C:12]([NH2:16])=[C:11]([CH3:17])[CH:10]=2)[CH:5]=[CH:4][N:3]=1.[CH3:18][NH:19][C:20]1[CH:25]=[CH:24][CH:23]=[CH:22][CH:21]=1.C(OCC)(=O)C, predict the reaction product. (3) Given the reactants [Br:1][C:2]1[N:7]=[CH:6][C:5]([NH2:8])=[C:4]([NH2:9])[CH:3]=1.[C:10](OCC)(=[O:16])[C:11](OCC)=[O:12], predict the reaction product. The product is: [Br:1][C:2]1[N:7]=[CH:6][C:5]2=[N:8][C:10]([OH:16])=[C:11]([OH:12])[N:9]=[C:4]2[CH:3]=1.